Task: Regression. Given two drug SMILES strings and cell line genomic features, predict the synergy score measuring deviation from expected non-interaction effect.. Dataset: Merck oncology drug combination screen with 23,052 pairs across 39 cell lines (1) Drug 1: CCN(CC)CCNC(=O)c1c(C)[nH]c(C=C2C(=O)Nc3ccc(F)cc32)c1C. Drug 2: NC1CCCCC1N.O=C(O)C(=O)O.[Pt+2]. Cell line: NCIH460. Synergy scores: synergy=-14.2. (2) Drug 1: NC1(c2ccc(-c3nc4ccn5c(=O)[nH]nc5c4cc3-c3ccccc3)cc2)CCC1. Drug 2: Cn1cc(-c2cnn3c(N)c(Br)c(C4CCCNC4)nc23)cn1. Cell line: A2058. Synergy scores: synergy=20.1.